Dataset: Forward reaction prediction with 1.9M reactions from USPTO patents (1976-2016). Task: Predict the product of the given reaction. The product is: [C:15]([O:14][C:12]([NH:11][C:9]1[O:10][C:4]2[C:5](=[N:6][CH:7]=[C:2]([C:31]3[CH:30]=[N:29][C:28]([C:26]([NH:25][CH3:24])=[O:27])=[CH:33][CH:32]=3)[CH:3]=2)[C:8]=1[C:19]([O:21][CH2:22][CH3:23])=[O:20])=[O:13])([CH3:18])([CH3:17])[CH3:16]. Given the reactants Br[C:2]1[CH:3]=[C:4]2[O:10][C:9]([NH:11][C:12]([O:14][C:15]([CH3:18])([CH3:17])[CH3:16])=[O:13])=[C:8]([C:19]([O:21][CH2:22][CH3:23])=[O:20])[C:5]2=[N:6][CH:7]=1.[CH3:24][NH:25][C:26]([C:28]1[CH:33]=[CH:32][C:31](B2OC(C)(C)C(C)(C)O2)=[CH:30][N:29]=1)=[O:27].CCN(C(C)C)C(C)C, predict the reaction product.